Dataset: Forward reaction prediction with 1.9M reactions from USPTO patents (1976-2016). Task: Predict the product of the given reaction. (1) Given the reactants [O:1]=[C:2]1[C@H:8]([CH2:9][C:10]([O:12]C)=[O:11])[CH2:7][C:6]2[CH:14]=[CH:15][C:16]([O:18][CH2:19][CH2:20][CH2:21][NH:22][C:23]3[NH:28][CH2:27][CH2:26][CH2:25][N:24]=3)=[CH:17][C:5]=2[CH2:4][N:3]1[CH2:29][C:30]1[CH:35]=[CH:34][C:33]([C:36]([F:39])([F:38])[F:37])=[CH:32][CH:31]=1.[OH-].[Na+].Cl.CC#N.O, predict the reaction product. The product is: [O:1]=[C:2]1[C@H:8]([CH2:9][C:10]([OH:12])=[O:11])[CH2:7][C:6]2[CH:14]=[CH:15][C:16]([O:18][CH2:19][CH2:20][CH2:21][NH:22][C:23]3[NH:28][CH2:27][CH2:26][CH2:25][N:24]=3)=[CH:17][C:5]=2[CH2:4][N:3]1[CH2:29][C:30]1[CH:35]=[CH:34][C:33]([C:36]([F:39])([F:38])[F:37])=[CH:32][CH:31]=1. (2) Given the reactants [F:1][C:2]([F:18])([F:17])[C:3]1[CH:15]=[C:14]2[C:6]([C:7]3[CH:8]=[C:9]([NH2:16])[CH:10]=[CH:11][C:12]=3[NH:13]2)=[CH:5][CH:4]=1.[CH3:19][S:20](Cl)(=[O:22])=[O:21], predict the reaction product. The product is: [F:18][C:2]([F:1])([F:17])[C:3]1[CH:15]=[C:14]2[C:6]([C:7]3[CH:8]=[C:9]([NH:16][S:20]([CH3:19])(=[O:22])=[O:21])[CH:10]=[CH:11][C:12]=3[NH:13]2)=[CH:5][CH:4]=1. (3) Given the reactants [Cl:1][C:2]1[CH:7]=[C:6]([N+]([O-])=O)[CH:5]=[CH:4][N:3]=1.[OH:11][C:12]1[CH:13]=[C:14]2[C:19](=[CH:20][CH:21]=1)[CH2:18][CH:17]([C:22]([O:24][CH3:25])=[O:23])[CH2:16][CH2:15]2.C(=O)([O-])[O-].[Cs+].[Cs+].CN(C)C=O, predict the reaction product. The product is: [Cl:1][C:2]1[CH:7]=[C:6]([O:11][C:12]2[CH:13]=[C:14]3[C:19](=[CH:20][CH:21]=2)[CH2:18][CH:17]([C:22]([O:24][CH3:25])=[O:23])[CH2:16][CH2:15]3)[CH:5]=[CH:4][N:3]=1. (4) The product is: [Br:1][C:2]1[C:7]([CH2:8][O:9][CH2:48][O:49][CH3:50])=[CH:6][C:5]([N:10]([C:15]2[C:34]([CH:35]3[CH2:37][CH2:36]3)=[CH:33][C:18]3[C:19]([C:29]([NH:31][CH3:32])=[O:30])=[C:20]([C:22]4[CH:23]=[CH:24][C:25]([F:28])=[CH:26][CH:27]=4)[O:21][C:17]=3[CH:16]=2)[S:11]([CH3:14])(=[O:13])=[O:12])=[CH:4][C:3]=1[F:38]. Given the reactants [Br:1][C:2]1[C:7]([CH2:8][OH:9])=[CH:6][C:5]([N:10]([C:15]2[C:34]([CH:35]3[CH2:37][CH2:36]3)=[CH:33][C:18]3[C:19]([C:29]([NH:31][CH3:32])=[O:30])=[C:20]([C:22]4[CH:27]=[CH:26][C:25]([F:28])=[CH:24][CH:23]=4)[O:21][C:17]=3[CH:16]=2)[S:11]([CH3:14])(=[O:13])=[O:12])=[CH:4][C:3]=1[F:38].CCN(C(C)C)C(C)C.[CH2:48](Cl)[O:49][CH3:50], predict the reaction product. (5) The product is: [C:6]([CH2:8][O:9][C:10]1[C:11]([CH3:29])=[CH:12][C:13]([C:17]2[C:26]3[C:21](=[CH:22][CH:23]=[CH:24][CH:25]=3)[C:20](=[O:27])[N:19]([CH3:28])[N:18]=2)=[CH:14][C:15]=1[CH3:16])([OH:7])=[O:5]. Given the reactants O.[OH-].[Li+].C[O:5][C:6]([CH2:8][O:9][C:10]1[C:15]([CH3:16])=[CH:14][C:13]([C:17]2[C:26]3[C:21](=[CH:22][CH:23]=[CH:24][CH:25]=3)[C:20](=[O:27])[N:19]([CH3:28])[N:18]=2)=[CH:12][C:11]=1[CH3:29])=[O:7], predict the reaction product.